The task is: Predict the reaction yield, written as a fraction of the theoretical maximum amount of product (1.0 means a 100% yield; for example, 0.34 means a 34% yield).. This data is from Reaction yield outcomes from USPTO patents with 853,638 reactions. The reactants are C(N(CC)CC)C.Cl.[Cl:9][C:10]1[CH:11]=[C:12]2[C:16](=[CH:17][CH:18]=1)[NH:15][CH:14]=[C:13]2[CH2:19][CH2:20][NH2:21].Cl[C:23](=[O:29])[C:24]([O:26]CC)=[O:25].[OH-].[Na+].Cl. The catalyst is ClCCl. The product is [Cl:9][C:10]1[CH:11]=[C:12]2[C:16](=[CH:17][CH:18]=1)[NH:15][CH:14]=[C:13]2[CH2:19][CH2:20][NH:21][C:23](=[O:29])[C:24]([OH:26])=[O:25]. The yield is 0.810.